Task: Predict the reactants needed to synthesize the given product.. Dataset: Full USPTO retrosynthesis dataset with 1.9M reactions from patents (1976-2016) (1) Given the product [ClH:1].[Cl:1][C:2]1[CH:18]=[CH:17][C:5]2[CH2:6][CH2:7][NH:8][CH2:9][CH2:10][C:4]=2[C:3]=1[C:19]1[NH:20][N:21]=[N:22][C:23]=1[C:24]1[CH:25]=[CH:26][CH:27]=[CH:28][CH:29]=1, predict the reactants needed to synthesize it. The reactants are: [Cl:1][C:2]1[CH:18]=[CH:17][C:5]2[CH2:6][CH2:7][N:8](C(=O)C(F)(F)F)[CH2:9][CH2:10][C:4]=2[C:3]=1[C:19]1[NH:20][N:21]=[N:22][C:23]=1[C:24]1[CH:29]=[CH:28][CH:27]=[CH:26][CH:25]=1. (2) Given the product [Br:1][C:2]1[CH:3]=[C:4]2[C:9]3=[C:10]([CH:12]=[C:17]([C:18]([O:20][CH2:21][CH3:22])=[O:19])[CH2:16][CH2:15][CH2:14][N:8]3[CH2:7][CH2:6][CH2:5]2)[CH:11]=1, predict the reactants needed to synthesize it. The reactants are: [Br:1][C:2]1[CH:3]=[C:4]2[C:9](=[C:10]([CH:12]=O)[CH:11]=1)[N:8]([CH2:14][CH2:15][CH2:16][CH2:17][C:18]([O:20][CH2:21][CH3:22])=[O:19])[CH2:7][CH2:6][CH2:5]2.[O-]CC.[Na+].Cl. (3) Given the product [C:10]([C:2]1[C:3](=[O:9])[NH:4][C:5](=[O:8])[NH:6][CH:7]=1)#[C:11][CH2:12][CH2:13][CH2:14][CH3:15].[CH2:24]([C:28]1[O:37][C:31]2[CH:32]=[N:33][C:34](=[O:36])[NH:35][C:30]=2[CH:29]=1)[CH2:25][CH2:26][CH3:27].[CH2:16]([N:35]1[C:30]2[CH:29]=[C:28]([CH2:24][CH2:25][CH2:26][CH3:27])[O:37][C:31]=2[CH:32]=[N:33][C:34]1=[O:36])[C:17]1[CH:22]=[CH:21][CH:20]=[CH:19][CH:18]=1, predict the reactants needed to synthesize it. The reactants are: I[C:2]1[C:3](=[O:9])[NH:4][C:5](=[O:8])[NH:6][CH:7]=1.[CH:10]#[C:11][CH2:12][CH2:13][CH2:14][CH3:15].[CH2:16](Br)[C:17]1[CH:22]=[CH:21][CH:20]=[CH:19][CH:18]=1.[CH2:24]([C:28]1[O:37][C:31]2[CH:32]=[N:33][C:34](=[O:36])[NH:35][C:30]=2[CH:29]=1)[CH2:25][CH2:26][CH3:27]. (4) Given the product [CH:14]1([CH2:17][NH:18][CH2:12][C:5]2[C:6]([C:8]([F:11])([F:10])[F:9])=[N:7][C:2]([NH2:1])=[N:3][CH:4]=2)[CH2:16][CH2:15]1, predict the reactants needed to synthesize it. The reactants are: [NH2:1][C:2]1[N:7]=[C:6]([C:8]([F:11])([F:10])[F:9])[C:5]([CH:12]=O)=[CH:4][N:3]=1.[CH:14]1([CH2:17][NH2:18])[CH2:16][CH2:15]1.C(O)(=O)C.C(O[BH-](OC(=O)C)OC(=O)C)(=O)C.[Na+]. (5) Given the product [CH2:24]([O:23][C:21]([N:8]1[CH2:9][CH2:10][NH:5][CH:6]([C:11]([OH:13])=[O:12])[CH2:7]1)=[O:22])[C:25]1[CH:30]=[CH:29][CH:28]=[CH:27][CH:26]=1, predict the reactants needed to synthesize it. The reactants are: [OH-].[Na+].Cl.Cl.[NH:5]1[CH2:10][CH2:9][NH:8][CH2:7][CH:6]1[C:11]([OH:13])=[O:12].C([O-])([O-])=O.[Na+].[Na+].Cl[C:21]([O:23][CH2:24][C:25]1[CH:30]=[CH:29][CH:28]=[CH:27][CH:26]=1)=[O:22].